This data is from Full USPTO retrosynthesis dataset with 1.9M reactions from patents (1976-2016). The task is: Predict the reactants needed to synthesize the given product. (1) Given the product [NH2:1][C:2]1[N:11]=[CH:10][C:9]2[C:8]([NH:18][CH2:17][C:16]3[CH:19]=[CH:20][CH:21]=[CH:22][C:15]=3[Br:14])=[N:7][CH:6]=[N:5][C:4]=2[CH:3]=1, predict the reactants needed to synthesize it. The reactants are: [NH2:1][C:2]1[N:11]=[CH:10][C:9]2[C:8](SC)=[N:7][CH:6]=[N:5][C:4]=2[CH:3]=1.[Br:14][C:15]1[CH:22]=[CH:21][CH:20]=[CH:19][C:16]=1[CH2:17][NH2:18]. (2) Given the product [CH2:1]([N:8]1[CH2:13][CH2:12][CH:11]([NH:14][C:15](=[S:33])[C@H:16]([NH2:25])[CH2:17][CH2:18][CH:19]2[CH2:24][CH2:23][CH2:22][CH2:21][CH2:20]2)[CH2:10][CH2:9]1)[C:2]1[CH:3]=[CH:4][CH:5]=[CH:6][CH:7]=1, predict the reactants needed to synthesize it. The reactants are: [CH2:1]([N:8]1[CH2:13][CH2:12][CH:11]([NH:14][C:15](=[S:33])[C@H:16]([NH:25]C(OC(C)(C)C)=O)[CH2:17][CH2:18][CH:19]2[CH2:24][CH2:23][CH2:22][CH2:21][CH2:20]2)[CH2:10][CH2:9]1)[C:2]1[CH:7]=[CH:6][CH:5]=[CH:4][CH:3]=1. (3) Given the product [C:1]([O:9][C@H:10]1[C@H:15]([CH2:16][CH:17]=[CH2:18])[O:14][C@@H:13]([CH:19]=[O:22])[C@H:12]2[O:23][C:24]3([O:30][C@@H:11]12)[CH2:29][CH2:28][CH2:27][CH2:26][CH2:25]3)(=[O:8])[C:2]1[CH:3]=[CH:4][CH:5]=[CH:6][CH:7]=1, predict the reactants needed to synthesize it. The reactants are: [C:1]([O:9][C@H:10]1[C@H:15]([CH2:16][CH:17]=[CH2:18])[O:14][C@@H:13]([C@H:19]([OH:22])CO)[C@H:12]2[O:23][C:24]3([O:30][C@@H:11]12)[CH2:29][CH2:28][CH2:27][CH2:26][CH2:25]3)(=[O:8])[C:2]1[CH:7]=[CH:6][CH:5]=[CH:4][CH:3]=1.O.I([O-])(=O)(=O)=O.[Na+]. (4) Given the product [CH3:23][C:24]1[CH:29]=[CH:28][CH:27]=[CH:26][C:25]=1[NH:30][C:31](=[O:32])[NH:1][C:2]1[CH:7]=[CH:6][C:5]([CH2:8][C:9]([OH:11])=[O:10])=[C:4]([F:14])[C:3]=1[F:15], predict the reactants needed to synthesize it. The reactants are: [NH2:1][C:2]1[CH:7]=[CH:6][C:5]([CH2:8][C:9]([O:11]CC)=[O:10])=[C:4]([F:14])[C:3]=1[F:15].C(N(CC)CC)C.[CH3:23][C:24]1[CH:29]=[CH:28][CH:27]=[CH:26][C:25]=1[N:30]=[C:31]=[O:32]. (5) Given the product [NH:23]1[C:14]2=[N:15][C:16]3[C:21]([N:22]=[C:13]2[N:12]=[C:11]1[N:9]1[CH:10]=[C:6]([C:4]([OH:5])=[O:3])[CH:7]=[N:8]1)=[CH:20][CH:19]=[CH:18][CH:17]=3, predict the reactants needed to synthesize it. The reactants are: C([O:3][C:4]([C:6]1[CH:7]=[N:8][N:9]([C:11]2[NH:23][C:14]3=[N:15][C:16]4[C:21]([N:22]=[C:13]3[N:12]=2)=[CH:20][CH:19]=[CH:18][CH:17]=4)[CH:10]=1)=[O:5])C.[OH-].[K+]. (6) The reactants are: [NH2:1][C:2]1[CH:3]=[CH:4][C:5]([F:26])=[C:6]([C@:8]2([CH:23]([F:25])[F:24])[C@@H:14]3[C@@H:12]([CH2:13]3)[O:11][C:10]([NH:15][C:16](=[O:22])[O:17][C:18]([CH3:21])([CH3:20])[CH3:19])=[N:9]2)[CH:7]=1.C(N(CC)CC)C.[Cl:34][C:35]1[CH:36]=[CH:37][C:38]([S:41](Cl)(=[O:43])=[O:42])=[N:39][CH:40]=1. Given the product [Cl:34][C:35]1[CH:36]=[CH:37][C:38]([S:41]([NH:1][C:2]2[CH:3]=[CH:4][C:5]([F:26])=[C:6]([C@:8]3([CH:23]([F:25])[F:24])[C@@H:14]4[C@@H:12]([CH2:13]4)[O:11][C:10]([NH:15][C:16](=[O:22])[O:17][C:18]([CH3:20])([CH3:21])[CH3:19])=[N:9]3)[CH:7]=2)(=[O:43])=[O:42])=[N:39][CH:40]=1, predict the reactants needed to synthesize it. (7) Given the product [OH:6][C@@H:5]([CH2:4][OH:3])[CH2:7][N:8]1[CH:12]=[CH:11][C:10]([NH:13][C:14](=[O:37])[C@@H:15]([N:20]2[CH2:24][C:23]([O:25][C:26]3[CH:34]=[CH:33][CH:32]=[C:31]4[C:27]=3[CH:28]=[N:29][N:30]4[CH3:35])=[CH:22][C:21]2=[O:36])[CH2:16][CH:17]([CH3:19])[CH3:18])=[N:9]1, predict the reactants needed to synthesize it. The reactants are: CC1(C)[O:6][C@H:5]([CH2:7][N:8]2[CH:12]=[CH:11][C:10]([NH:13][C:14](=[O:37])[C@@H:15]([N:20]3[CH2:24][C:23]([O:25][C:26]4[CH:34]=[CH:33][CH:32]=[C:31]5[C:27]=4[CH:28]=[N:29][N:30]5[CH3:35])=[CH:22][C:21]3=[O:36])[CH2:16][CH:17]([CH3:19])[CH3:18])=[N:9]2)[CH2:4][O:3]1.Cl.C(OCC)(=O)C.[OH-].[Na+]. (8) Given the product [Br:7][C:8]1[C:17]([O:18][CH3:19])=[CH:16][CH:15]=[C:14]2[C:9]=1[CH:10]=[CH:11][N:12]=[C:13]2[Cl:6], predict the reactants needed to synthesize it. The reactants are: O=P(Cl)(Cl)Cl.[ClH:6].[Br:7][C:8]1[C:17]([O:18][CH3:19])=[CH:16][CH:15]=[C:14]2[C:9]=1[CH:10]=[CH:11][N+:12]([O-])=[CH:13]2.